Dataset: Catalyst prediction with 721,799 reactions and 888 catalyst types from USPTO. Task: Predict which catalyst facilitates the given reaction. (1) Reactant: [NH2:1][CH2:2][C:3]1[CH:8]=[CH:7][C:6]([NH:9][C:10]2[S:11][C:12]([C:15]([C:17]3[CH:22]=[CH:21][CH:20]=[CH:19][C:18]=3[CH3:23])=[O:16])=[CH:13][N:14]=2)=[CH:5][CH:4]=1.Cl.[F:25][C:26]1[CH:27]=[CH:28][C:29]([CH3:36])=[C:30]([S:32](Cl)(=[O:34])=[O:33])[CH:31]=1.CCN(CC)CC. Product: [F:25][C:26]1[CH:27]=[CH:28][C:29]([CH3:36])=[C:30]([S:32]([NH:1][CH2:2][C:3]2[CH:4]=[CH:5][C:6]([NH:9][C:10]3[S:11][C:12]([C:15](=[O:16])[C:17]4[CH:22]=[CH:21][CH:20]=[CH:19][C:18]=4[CH3:23])=[CH:13][N:14]=3)=[CH:7][CH:8]=2)(=[O:34])=[O:33])[CH:31]=1. The catalyst class is: 2. (2) Reactant: [NH2:1][CH2:2][CH2:3][CH2:4][C:5]([CH3:9])([CH3:8])[CH2:6][OH:7].[C:10](=[S:12])=S. Product: [OH:7][CH2:6][C:5]([CH3:9])([CH3:8])[CH2:4][CH2:3][CH2:2][NH:1][C:10]([NH:1][CH2:2][CH2:3][CH2:4][C:5]([CH3:9])([CH3:8])[CH2:6][OH:7])=[S:12]. The catalyst class is: 8.